Dataset: hERG Central: cardiac toxicity at 1µM, 10µM, and general inhibition. Task: Predict hERG channel inhibition at various concentrations. (1) The molecule is CN(C)CCCN(C(=O)c1ccco1)c1nc2ccc(Br)cc2s1.Cl. Results: hERG_inhib (hERG inhibition (general)): blocker. (2) The drug is CCOC(=O)C1CCN(Cc2cc(C(C)(C)C)c(O)c(C(C)(C)C)c2)CC1. Results: hERG_inhib (hERG inhibition (general)): blocker. (3) The molecule is CCCCCn1c(=N)n(CC(O)COc2ccccc2OC)c2ccccc21. Results: hERG_inhib (hERG inhibition (general)): blocker. (4) The compound is COC(=O)Cc1c[nH]c2cccc(OCC(O)CN(Cc3ccccc3)C(C)C)c12.O=C(O)c1ccccc1O. Results: hERG_inhib (hERG inhibition (general)): blocker.